The task is: Predict the product of the given reaction.. This data is from Forward reaction prediction with 1.9M reactions from USPTO patents (1976-2016). Given the reactants Br[C:2]1[S:6][C:5]([CH3:7])=[C:4]([CH:8]2[O:12]CCO2)[CH:3]=1.[F:13][C:14]([F:25])([F:24])[C:15]1[CH:20]=[CH:19][C:18](B(O)O)=[CH:17][CH:16]=1.C(=O)([O-])[O-].[Na+].[Na+].P([O-])([O-])([O-])=O.Cl, predict the reaction product. The product is: [CH3:7][C:5]1[S:6][C:2]([C:18]2[CH:19]=[CH:20][C:15]([C:14]([F:25])([F:24])[F:13])=[CH:16][CH:17]=2)=[CH:3][C:4]=1[CH:8]=[O:12].